Dataset: NCI-60 drug combinations with 297,098 pairs across 59 cell lines. Task: Regression. Given two drug SMILES strings and cell line genomic features, predict the synergy score measuring deviation from expected non-interaction effect. (1) Drug 1: C1=CC(=C2C(=C1NCCNCCO)C(=O)C3=C(C=CC(=C3C2=O)O)O)NCCNCCO. Drug 2: CN(C(=O)NC(C=O)C(C(C(CO)O)O)O)N=O. Cell line: T-47D. Synergy scores: CSS=32.7, Synergy_ZIP=-11.8, Synergy_Bliss=-3.63, Synergy_Loewe=-23.3, Synergy_HSA=-1.07. (2) Drug 1: CS(=O)(=O)C1=CC(=C(C=C1)C(=O)NC2=CC(=C(C=C2)Cl)C3=CC=CC=N3)Cl. Drug 2: CC12CCC(CC1=CCC3C2CCC4(C3CC=C4C5=CN=CC=C5)C)O. Cell line: DU-145. Synergy scores: CSS=11.2, Synergy_ZIP=2.92, Synergy_Bliss=11.9, Synergy_Loewe=7.93, Synergy_HSA=8.77. (3) Drug 1: CC1OCC2C(O1)C(C(C(O2)OC3C4COC(=O)C4C(C5=CC6=C(C=C35)OCO6)C7=CC(=C(C(=C7)OC)O)OC)O)O. Drug 2: CCN(CC)CCNC(=O)C1=C(NC(=C1C)C=C2C3=C(C=CC(=C3)F)NC2=O)C. Cell line: SNB-75. Synergy scores: CSS=-0.738, Synergy_ZIP=-2.78, Synergy_Bliss=-0.760, Synergy_Loewe=-7.48, Synergy_HSA=-4.93. (4) Drug 1: COC1=CC(=CC(=C1O)OC)C2C3C(COC3=O)C(C4=CC5=C(C=C24)OCO5)OC6C(C(C7C(O6)COC(O7)C8=CC=CS8)O)O. Drug 2: C1CNP(=O)(OC1)N(CCCl)CCCl. Cell line: NCI-H226. Synergy scores: CSS=27.4, Synergy_ZIP=8.43, Synergy_Bliss=9.09, Synergy_Loewe=-37.1, Synergy_HSA=5.74. (5) Drug 1: CN(CCCl)CCCl.Cl. Drug 2: C1CNP(=O)(OC1)N(CCCl)CCCl. Cell line: HOP-62. Synergy scores: CSS=-0.782, Synergy_ZIP=4.51, Synergy_Bliss=11.2, Synergy_Loewe=-19.5, Synergy_HSA=1.24. (6) Drug 1: CC(CN1CC(=O)NC(=O)C1)N2CC(=O)NC(=O)C2. Drug 2: CN(CCCl)CCCl.Cl. Cell line: SR. Synergy scores: CSS=75.3, Synergy_ZIP=1.11, Synergy_Bliss=0.836, Synergy_Loewe=0.716, Synergy_HSA=4.35. (7) Drug 1: C1=C(C(=O)NC(=O)N1)N(CCCl)CCCl. Drug 2: CC1=CC=C(C=C1)C2=CC(=NN2C3=CC=C(C=C3)S(=O)(=O)N)C(F)(F)F. Cell line: SR. Synergy scores: CSS=33.0, Synergy_ZIP=-0.504, Synergy_Bliss=-3.76, Synergy_Loewe=-16.8, Synergy_HSA=-2.44. (8) Drug 1: CC1=C2C(C(=O)C3(C(CC4C(C3C(C(C2(C)C)(CC1OC(=O)C(C(C5=CC=CC=C5)NC(=O)C6=CC=CC=C6)O)O)OC(=O)C7=CC=CC=C7)(CO4)OC(=O)C)O)C)OC(=O)C. Drug 2: C1CCC(C(C1)N)N.C(=O)(C(=O)[O-])[O-].[Pt+4]. Cell line: SNB-19. Synergy scores: CSS=42.2, Synergy_ZIP=-3.29, Synergy_Bliss=1.36, Synergy_Loewe=-5.22, Synergy_HSA=3.78. (9) Drug 1: C1CC(=O)NC(=O)C1N2C(=O)C3=CC=CC=C3C2=O. Drug 2: N.N.Cl[Pt+2]Cl. Cell line: EKVX. Synergy scores: CSS=7.62, Synergy_ZIP=3.48, Synergy_Bliss=4.18, Synergy_Loewe=-6.14, Synergy_HSA=-2.34.